This data is from Peptide-MHC class II binding affinity with 134,281 pairs from IEDB. The task is: Regression. Given a peptide amino acid sequence and an MHC pseudo amino acid sequence, predict their binding affinity value. This is MHC class II binding data. The peptide sequence is INEPTADAIAYGLDR. The MHC is HLA-DQA10401-DQB10402 with pseudo-sequence HLA-DQA10401-DQB10402. The binding affinity (normalized) is 0.314.